From a dataset of Full USPTO retrosynthesis dataset with 1.9M reactions from patents (1976-2016). Predict the reactants needed to synthesize the given product. (1) Given the product [C:15]1([CH3:7])[CH:16]=[CH:17][CH:18]=[CH:19][CH:20]=1.[Br:14][C:15]1[C:16]([Cl:26])=[C:17]([C:18]([S:21]([CH3:24])(=[O:23])=[O:22])=[CH:19][CH:20]=1)[O:25][CH2:28][CH2:29][CH:30]1[O:34][CH2:33][CH2:32][O:31]1, predict the reactants needed to synthesize it. The reactants are: C(=O)([O-])[O-].[K+].[K+].[CH3:7]N1CCCC1=O.[Br:14][C:15]1[C:16]([Cl:26])=[C:17]([OH:25])[C:18]([S:21]([CH3:24])(=[O:23])=[O:22])=[CH:19][CH:20]=1.Cl[CH2:28][CH2:29][CH:30]1[O:34][CH2:33][CH2:32][O:31]1. (2) The reactants are: [NH2:1][C:2]1[C:3]([NH:23][CH2:24][C@@H:25]2[CH2:29][CH2:28][CH2:27][N:26]2[C:30]([O:32][C:33]([CH3:36])([CH3:35])[CH3:34])=[O:31])=[N:4][CH:5]=[N:6][C:7]=1[N:8]([CH2:16][C:17]1[CH:22]=[CH:21][CH:20]=[CH:19][CH:18]=1)[CH2:9][C:10]1[CH:15]=[CH:14][CH:13]=[CH:12][CH:11]=1.[C:37](N1C=CN=C1)(N1C=CN=C1)=[O:38].CCN(C(C)C)C(C)C. Given the product [CH2:9]([N:8]([CH2:16][C:17]1[CH:22]=[CH:21][CH:20]=[CH:19][CH:18]=1)[C:7]1[N:6]=[CH:5][N:4]=[C:3]2[C:2]=1[NH:1][C:37](=[O:38])[N:23]2[CH2:24][C@@H:25]1[CH2:29][CH2:28][CH2:27][N:26]1[C:30]([O:32][C:33]([CH3:36])([CH3:35])[CH3:34])=[O:31])[C:10]1[CH:11]=[CH:12][CH:13]=[CH:14][CH:15]=1, predict the reactants needed to synthesize it. (3) Given the product [F:1][C:2]1[CH:25]=[CH:24][C:5]2[C:6]([CH:9]3[CH2:14][CH2:13][N:12]([CH2:15][CH2:16][C@H:17]4[CH2:18][CH2:19][C@H:20]([CH2:27][C:26]([NH2:28])=[O:35])[CH2:21][CH2:22]4)[CH2:11][CH2:10]3)=[N:7][O:8][C:4]=2[CH:3]=1, predict the reactants needed to synthesize it. The reactants are: [F:1][C:2]1[CH:25]=[CH:24][C:5]2[C:6]([CH:9]3[CH2:14][CH2:13][N:12]([CH2:15][CH2:16][CH:17]4[CH2:22][CH2:21][CH:20](N)[CH2:19][CH2:18]4)[CH2:11][CH2:10]3)=[N:7][O:8][C:4]=2[CH:3]=1.[CH2:26]([N:28](CC)CC)[CH3:27].C(Cl)(=[O:35])C.C(=O)(O)[O-].[Na+]. (4) Given the product [C:1]1([C:7]2[CH:12]=[C:11]([CH:13]3[CH2:14][C:15](=[O:20])[NH:16][C:17](=[O:19])[CH2:18]3)[CH:10]=[CH:9][C:8]=2[NH:21][C:22]([C:24]2[NH:25][CH:26]=[C:27]([C:29]#[N:30])[N:28]=2)=[O:23])[CH2:6][CH2:5][CH2:4][CH2:3][CH:2]=1, predict the reactants needed to synthesize it. The reactants are: [C:1]1([C:7]2[CH:12]=[C:11]([CH:13]3[CH2:18][C:17](=[O:19])[NH:16][C:15](=[O:20])[CH2:14]3)[CH:10]=[CH:9][C:8]=2[NH:21][C:22]([C:24]2[N:25](COCC[Si](C)(C)C)[CH:26]=[C:27]([C:29]#[N:30])[N:28]=2)=[O:23])[CH2:6][CH2:5][CH2:4][CH2:3][CH:2]=1.C(O)(C(F)(F)F)=O. (5) Given the product [CH3:33][N:30]1[CH2:31][CH2:32][CH:27]([N:26]([C:35]2[CH:40]=[CH:39][CH:38]=[CH:37][CH:36]=2)[C:24]2[CH:23]=[CH:22][C:18]([C:19]([N:46]([CH2:47][CH3:48])[CH2:44][CH3:45])=[O:20])=[CH:17][CH:25]=2)[CH:28]([CH3:34])[CH2:29]1, predict the reactants needed to synthesize it. The reactants are: C(C1C=C(OC)C=C(C(C)(C)C)C=1[C:17]1[CH:25]=[C:24]([N:26]([C:35]2[CH:40]=[CH:39][CH:38]=[CH:37][CH:36]=2)[CH:27]2[CH2:32][CH2:31][N:30]([CH3:33])[CH2:29][CH:28]2[CH3:34])[CH:23]=[CH:22][C:18]=1[C:19]([O-])=[O:20])(C)(C)C.C[O-].[Na+].[CH2:44]([NH:46][CH2:47][CH3:48])[CH3:45].F[P-](F)(F)(F)(F)F.N1(O[P+](N(C)C)(N(C)C)N(C)C)C2C=CC=CC=2N=N1. (6) Given the product [CH2:24]([O:26][C:27]1[CH:28]=[C:29]([C:30]([C:2]2[CH:12]=[CH:11][C:5]3[N:6]([CH3:10])[CH2:7][CH2:8][O:9][C:4]=3[CH:3]=2)=[O:31])[CH:36]=[CH:37][C:38]=1[O:39][CH3:40])[CH3:25], predict the reactants needed to synthesize it. The reactants are: Br[C:2]1[CH:12]=[CH:11][C:5]2[N:6]([CH3:10])[CH2:7][CH2:8][O:9][C:4]=2[CH:3]=1.C([Li])CCC.CCCCCC.[CH2:24]([O:26][C:27]1[CH:28]=[C:29]([CH:36]=[CH:37][C:38]=1[O:39][CH3:40])[C:30](N(OC)C)=[O:31])[CH3:25]. (7) Given the product [Cl:7][C:8]1[CH:14]=[C:13]([NH:6][C:2]([CH3:1])=[CH:3][C:4]#[N:5])[CH:12]=[CH:10][CH:9]=1, predict the reactants needed to synthesize it. The reactants are: [CH3:1]/[C:2](/[NH2:6])=[CH:3]\[C:4]#[N:5].[Cl:7][C:8]1[CH:9]=[C:10]([CH:12]=[CH:13][CH:14]=1)N.C(O)(=O)C.